This data is from Forward reaction prediction with 1.9M reactions from USPTO patents (1976-2016). The task is: Predict the product of the given reaction. (1) The product is: [F:11][S:10]([F:15])([F:14])([F:13])([F:12])[C:7]1[CH:8]=[CH:9][C:2]2[S:18][C:17]([C:16]([O:20][CH3:21])=[O:19])=[CH:4][C:3]=2[CH:6]=1. Given the reactants F[C:2]1[CH:9]=[CH:8][C:7]([S:10]([F:15])([F:14])([F:13])([F:12])[F:11])=[CH:6][C:3]=1[CH:4]=O.[C:16]([O:20][CH3:21])(=[O:19])[CH2:17][SH:18].C(=O)([O-])[O-].[K+].[K+].CN(C)C=O, predict the reaction product. (2) Given the reactants [CH3:1][O:2][C:3]1[CH:4]=[C:5]2[C:10](=[CH:11][C:12]=1[O:13][CH3:14])[N:9]=[CH:8][CH:7]=[C:6]2[O:15][C:16]1[CH:22]=[CH:21][C:19]([NH2:20])=[C:18]([C:23]([F:26])([F:25])[F:24])[CH:17]=1.C(N(CC)CC)C.ClC(Cl)(O[C:38](=[O:44])OC(Cl)(Cl)Cl)Cl.Cl.[NH2:47][C:48]1[S:49][C:50]([CH3:54])=[C:51]([CH3:53])[N:52]=1, predict the reaction product. The product is: [CH3:1][O:2][C:3]1[CH:4]=[C:5]2[C:10](=[CH:11][C:12]=1[O:13][CH3:14])[N:9]=[CH:8][CH:7]=[C:6]2[O:15][C:16]1[CH:22]=[CH:21][C:19]([NH:20][C:38]([NH:47][C:48]2[S:49][C:50]([CH3:54])=[C:51]([CH3:53])[N:52]=2)=[O:44])=[C:18]([C:23]([F:25])([F:26])[F:24])[CH:17]=1.